From a dataset of Forward reaction prediction with 1.9M reactions from USPTO patents (1976-2016). Predict the product of the given reaction. (1) Given the reactants [OH:1][CH:2](CO)[CH2:3][N:4]1[C:9]2[CH:10]=[CH:11][CH:12]=[CH:13][C:8]=2[O:7][CH2:6][C:5]1=[O:14].O, predict the reaction product. The product is: [O:14]=[C:5]1[N:4]([CH2:3][CH:2]=[O:1])[C:9]2[CH:10]=[CH:11][CH:12]=[CH:13][C:8]=2[O:7][CH2:6]1. (2) Given the reactants [C:1]([Si:5]([CH3:42])([CH3:41])[O:6][CH:7]([C:37]([CH3:40])([CH3:39])[CH3:38])[CH2:8][CH2:9][C:10]1[CH:15]=[CH:14][C:13]([C:16]([C:21]2[CH:26]=[CH:25][C:24](OS(C(F)(F)F)(=O)=O)=[C:23]([CH3:35])[CH:22]=2)([CH2:19][CH3:20])[CH2:17][CH3:18])=[CH:12][C:11]=1[CH3:36])([CH3:4])([CH3:3])[CH3:2].[B:43]1([B:43]2[O:47][C:46]([CH3:49])([CH3:48])[C:45]([CH3:51])([CH3:50])[O:44]2)[O:47][C:46]([CH3:49])([CH3:48])[C:45]([CH3:51])([CH3:50])[O:44]1.O, predict the reaction product. The product is: [C:1]([Si:5]([O:6][CH:7]([CH2:8][CH2:9][C:10]1[CH:15]=[CH:14][C:13]([C:16]([CH2:19][CH3:20])([C:21]2[CH:26]=[CH:25][C:24]([B:43]3[O:47][C:46]([CH3:49])([CH3:48])[C:45]([CH3:51])([CH3:50])[O:44]3)=[C:23]([CH3:35])[CH:22]=2)[CH2:17][CH3:18])=[CH:12][C:11]=1[CH3:36])[C:37]([CH3:39])([CH3:38])[CH3:40])([CH3:41])[CH3:42])([CH3:3])([CH3:2])[CH3:4].